This data is from Forward reaction prediction with 1.9M reactions from USPTO patents (1976-2016). The task is: Predict the product of the given reaction. (1) The product is: [ClH:20].[ClH:35].[NH:24]1[CH2:23][CH:22]([C:16]2[C:15]([O:33][CH3:34])=[C:14]([CH:12]([N:8]3[C:4]4=[N:5][CH:6]=[N:7][C:2]([NH2:1])=[C:3]4[C:10]([CH3:11])=[N:9]3)[CH3:13])[CH:19]=[C:18]([Cl:20])[C:17]=2[CH3:21])[CH2:25]1. Given the reactants [NH2:1][C:2]1[N:7]=[CH:6][N:5]=[C:4]2[N:8]([CH:12]([C:14]3[C:15]([O:33][CH3:34])=[C:16]([CH:22]4[CH2:25][N:24](C(OC(C)(C)C)=O)[CH2:23]4)[C:17]([CH3:21])=[C:18]([Cl:20])[CH:19]=3)[CH3:13])[N:9]=[C:10]([CH3:11])[C:3]=12.[ClH:35].O1CCOCC1, predict the reaction product. (2) Given the reactants [OH:1][C@H:2]([C:23]1[CH:28]=[CH:27][CH:26]=[CH:25][CH:24]=1)[CH2:3][CH2:4][N:5]1[CH2:10][CH2:9][CH:8]([C:11]2[CH:12]=[C:13]([NH:17][C:18](=[O:22])[CH:19]([CH3:21])[CH3:20])[CH:14]=[CH:15][CH:16]=2)[CH2:7][CH2:6]1.[C:29]1(O)[CH:34]=[CH:33][CH:32]=[CH:31][CH:30]=1.C1(P(C2C=CC=CC=2)C2C=CC=CC=2)C=CC=CC=1.N(C(OCC)=O)=NC(OCC)=O.N, predict the reaction product. The product is: [CH3:20][CH:19]([CH3:21])[C:18]([NH:17][C:13]1[CH:14]=[CH:15][CH:16]=[C:11]([CH:8]2[CH2:9][CH2:10][N:5]([CH2:4][CH2:3][C@@H:2]([O:1][C:29]3[CH:34]=[CH:33][CH:32]=[CH:31][CH:30]=3)[C:23]3[CH:24]=[CH:25][CH:26]=[CH:27][CH:28]=3)[CH2:6][CH2:7]2)[CH:12]=1)=[O:22]. (3) Given the reactants [CH2:1]([O:3][C:4]([N:6]1[CH2:10][CH2:9][C@H:8]([NH:11][C:12]2[CH:17]=[CH:16][C:15]([N+:18]([O-])=O)=[CH:14][N:13]=2)[CH2:7]1)=[O:5])[CH3:2].C1COCC1, predict the reaction product. The product is: [CH2:1]([O:3][C:4]([N:6]1[CH2:10][CH2:9][C@H:8]([NH:11][C:12]2[CH:17]=[CH:16][C:15]([NH2:18])=[CH:14][N:13]=2)[CH2:7]1)=[O:5])[CH3:2]. (4) Given the reactants C[C:2]1([O:20][C@@H:21]([C:23]2[CH:28]=[CH:27][CH:26]=[CH:25][C:24]=2[C:29]([F:32])([F:31])[F:30])[CH3:22])[CH:6]=[C:5]([N:7]2[C:11]3[CH:12]=[C:13](Br)[CH:14]=[CH:15][C:10]=3[N:9]=[CH:8]2)[S:4][CH:3]1[C:17]([O-:19])=[O:18].[CH:33]([B-](F)(F)F)=[CH2:34].[K+].[CH2:40](N(CC)CC)C.O, predict the reaction product. The product is: [F:31][C:29]([F:32])([F:30])[C:24]1[CH:25]=[CH:26][CH:27]=[CH:28][C:23]=1[C@H:21]([O:20][C:2]1[CH:6]=[C:5]([N:7]2[C:11]3[CH:12]=[C:13]([CH:33]=[CH2:34])[CH:14]=[CH:15][C:10]=3[N:9]=[CH:8]2)[S:4][C:3]=1[C:17]([O:19][CH3:40])=[O:18])[CH3:22]. (5) Given the reactants [Li]CCCC.[Br:6][C:7]1[CH:8]=[C:9]([C:13]([O:15][CH3:16])=[O:14])[S:10][C:11]=1Br.[I:17]I, predict the reaction product. The product is: [Br:6][C:7]1[CH:8]=[C:9]([C:13]([O:15][CH3:16])=[O:14])[S:10][C:11]=1[I:17]. (6) Given the reactants [NH2:1][C:2]1[CH:11]=[C:10]2[C:5]([CH:6]=[CH:7][CH:8]=[C:9]2[N:12]2[CH2:17][CH2:16][N:15]([CH3:18])[CH2:14][CH2:13]2)=[CH:4][CH:3]=1.C(N(CC)CC)C.[C:26]1([CH3:36])[CH:31]=[CH:30][C:29]([S:32](Cl)(=[O:34])=[O:33])=[CH:28][CH:27]=1.CO.C(OCC)(=O)C, predict the reaction product. The product is: [C:26]1([CH3:36])[CH:31]=[CH:30][C:29]([S:32]([NH:1][C:2]2[CH:11]=[C:10]3[C:5]([CH:6]=[CH:7][CH:8]=[C:9]3[N:12]3[CH2:17][CH2:16][N:15]([CH3:18])[CH2:14][CH2:13]3)=[CH:4][CH:3]=2)(=[O:34])=[O:33])=[CH:28][CH:27]=1. (7) Given the reactants [H-].[Na+].[C:3]1([C:9]2[CH:13]=[CH:12][NH:11][CH:10]=2)[CH:8]=[CH:7][CH:6]=[CH:5][CH:4]=1.[CH2:14]([C@@H:18]1[CH2:22][C:21](=[O:23])[O:20][C:19]1=[O:24])[CH:15]([CH3:17])[CH3:16], predict the reaction product. The product is: [CH3:16][CH:15]([CH3:17])[CH2:14][C@H:18]([CH2:22][C:21](=[O:23])[N:11]1[CH:12]=[CH:13][C:9]([C:3]2[CH:4]=[CH:5][CH:6]=[CH:7][CH:8]=2)=[CH:10]1)[C:19]([OH:24])=[O:20].